Dataset: Forward reaction prediction with 1.9M reactions from USPTO patents (1976-2016). Task: Predict the product of the given reaction. (1) Given the reactants [C:1]([C:5]1[C:6]([OH:15])=[CH:7][C:8]2[CH2:9][CH2:10][CH2:11][CH2:12][C:13]=2[CH:14]=1)([CH3:4])([CH3:3])[CH3:2].[Cl:16][C:17]1[CH:22]=[C:21]([S:23]([C:26]([F:29])([F:28])[F:27])(=[O:25])=[O:24])[CH:20]=[CH:19][C:18]=1[N:30]=[C:31]=[O:32], predict the reaction product. The product is: [Cl:16][C:17]1[CH:22]=[C:21]([S:23]([C:26]([F:29])([F:28])[F:27])(=[O:25])=[O:24])[CH:20]=[CH:19][C:18]=1[NH:30][C:31]([C:7]1[C:8]2[CH2:9][CH2:10][CH2:11][CH2:12][C:13]=2[CH:14]=[C:5]([C:1]([CH3:4])([CH3:2])[CH3:3])[C:6]=1[OH:15])=[O:32]. (2) Given the reactants [Br:1]N1C(=O)CCC1=O.[Si:9]([O:16][CH:17]([CH:39]=[CH2:40])[CH2:18][N:19]1[C:23]2[N:24]=[CH:25][N:26]=[C:27]([NH2:28])[C:22]=2[C:21]([C:29]2[CH:30]=[N:31][C:32]3[C:37]([CH:38]=2)=[CH:36][CH:35]=[CH:34][CH:33]=3)=[CH:20]1)([C:12]([CH3:15])([CH3:14])[CH3:13])([CH3:11])[CH3:10].C(=O)(O)[O-].[Na+], predict the reaction product. The product is: [Br:1][C:20]1[N:19]([CH2:18][CH:17]([O:16][Si:9]([C:12]([CH3:13])([CH3:14])[CH3:15])([CH3:10])[CH3:11])[CH:39]=[CH2:40])[C:23]2[N:24]=[CH:25][N:26]=[C:27]([NH2:28])[C:22]=2[C:21]=1[C:29]1[CH:30]=[N:31][C:32]2[C:37]([CH:38]=1)=[CH:36][CH:35]=[CH:34][CH:33]=2. (3) Given the reactants [NH2:1][CH2:2][CH2:3][O:4][N:5]1[C:13](=[O:14])[C:12]2[C:7](=[CH:8][CH:9]=[CH:10][CH:11]=2)[C:6]1=[O:15].[CH3:16][S:17](Cl)(=[O:19])=[O:18].C(N(CC)CC)C, predict the reaction product. The product is: [O:14]=[C:13]1[C:12]2[C:7](=[CH:8][CH:9]=[CH:10][CH:11]=2)[C:6](=[O:15])[N:5]1[O:4][CH2:3][CH2:2][NH:1][S:17]([CH3:16])(=[O:19])=[O:18]. (4) Given the reactants [F:1][C:2]([F:7])([F:6])[C:3]([OH:5])=[O:4].[F:8][C:9]([F:14])([F:13])[C:10]([OH:12])=[O:11].[F:15][C:16]([F:21])([F:20])[C:17]([OH:19])=[O:18].[Cl:22][C:23]1[CH:24]=[N:25][C:26]2[NH:27][C:28]3[CH:29]=[N:30][CH:31]=[C:32]([CH:51]=3)[CH2:33][CH2:34][C:35]3[CH:43]=[C:39]([NH:40][C:41]=1[N:42]=2)[CH:38]=[CH:37][C:36]=3[NH:44][CH:45]1[CH2:50][CH2:49][NH:48][CH2:47][CH2:46]1.[C:52](Cl)(=[O:54])[CH3:53], predict the reaction product. The product is: [F:1][C:2]([F:7])([F:6])[C:3]([OH:5])=[O:4].[F:8][C:9]([F:14])([F:13])[C:10]([OH:12])=[O:11].[F:15][C:16]([F:21])([F:20])[C:17]([OH:19])=[O:18].[C:52]([N:48]1[CH2:47][CH2:46][CH:45]([NH:44][C:36]2[CH:37]=[CH:38][C:39]3[NH:40][C:41]4[N:42]=[C:26]([NH:27][C:28]5[CH:29]=[N:30][CH:31]=[C:32]([CH:51]=5)[CH2:33][CH2:34][C:35]=2[CH:43]=3)[N:25]=[CH:24][C:23]=4[Cl:22])[CH2:50][CH2:49]1)(=[O:54])[CH3:53]. (5) The product is: [CH2:1]([O:3][C:4](=[O:12])[C:5]1[CH:10]=[CH:9][C:8]([N:33]2[CH2:34][CH2:35][N:30]([C:23]3[C:24]4[C:29](=[CH:28][CH:27]=[CH:26][CH:25]=4)[C:20]([CH2:13][C:14]4[CH:19]=[CH:18][CH:17]=[CH:16][CH:15]=4)=[N:21][N:22]=3)[CH2:31][C@H:32]2[CH3:36])=[N:7][CH:6]=1)[CH3:2]. Given the reactants [CH2:1]([O:3][C:4](=[O:12])[C:5]1[CH:10]=[CH:9][C:8](Cl)=[N:7][CH:6]=1)[CH3:2].[CH2:13]([C:20]1[C:29]2[C:24](=[CH:25][CH:26]=[CH:27][CH:28]=2)[C:23]([N:30]2[CH2:35][CH2:34][NH:33][C@H:32]([CH3:36])[CH2:31]2)=[N:22][N:21]=1)[C:14]1[CH:19]=[CH:18][CH:17]=[CH:16][CH:15]=1, predict the reaction product. (6) Given the reactants [CH3:1][NH:2][CH3:3].[Cl:4][C:5]1[CH:10]=[CH:9][CH:8]=[CH:7][C:6]=1[C:11]1[N:20]=[C:19]([N:21]2[CH2:26][CH2:25][CH:24]([C:27]([OH:29])=O)[CH2:23][CH2:22]2)[C:18]2[C:13](=[CH:14][CH:15]=[CH:16][CH:17]=2)[N:12]=1, predict the reaction product. The product is: [Cl:4][C:5]1[CH:10]=[CH:9][CH:8]=[CH:7][C:6]=1[C:11]1[N:20]=[C:19]([N:21]2[CH2:26][CH2:25][CH:24]([C:27]([N:2]([CH3:3])[CH3:1])=[O:29])[CH2:23][CH2:22]2)[C:18]2[C:13](=[CH:14][CH:15]=[CH:16][CH:17]=2)[N:12]=1. (7) Given the reactants [Br:1]N1C(=O)CCC1=O.[N+:9]([C:12]1[CH:18]=[CH:17][C:15]([NH2:16])=[CH:14][CH:13]=1)([O-:11])=[O:10], predict the reaction product. The product is: [Br:1][C:17]1[CH:18]=[C:12]([N+:9]([O-:11])=[O:10])[CH:13]=[CH:14][C:15]=1[NH2:16]. (8) The product is: [OH:36][C:35]([CH3:37])([CH3:34])[CH:10]([C:11]1[CH:12]=[CH:13][C:14]([N:17]2[CH2:18][CH2:19][O:20][CH2:21][CH2:22]2)=[CH:15][CH:16]=1)[S:7]([NH2:6])(=[O:8])=[O:9]. Given the reactants COC1C=C(OC)C=CC=1C[NH:6][S:7]([CH2:10][C:11]1[CH:16]=[CH:15][C:14]([N:17]2[CH2:22][CH2:21][O:20][CH2:19][CH2:18]2)=[CH:13][CH:12]=1)(=[O:9])=[O:8].C([Li])CCC.[CH3:34][C:35]([CH3:37])=[O:36].FC(F)(F)C(O)=O, predict the reaction product. (9) Given the reactants C([N:8]1[CH2:13][CH2:12][CH:11]([CH2:14][NH:15][C:16]([O:18][C:19]([CH3:22])([CH3:21])[CH3:20])=[O:17])[CH2:10][CH2:9]1)C1C=CC=CC=1.[H][H], predict the reaction product. The product is: [C:19]([O:18][C:16]([NH:15][CH2:14][CH:11]1[CH2:10][CH2:9][NH:8][CH2:13][CH2:12]1)=[O:17])([CH3:22])([CH3:20])[CH3:21].